Dataset: Retrosynthesis with 50K atom-mapped reactions and 10 reaction types from USPTO. Task: Predict the reactants needed to synthesize the given product. (1) Given the product ClCCN1CCN(c2ccc(Cl)c(Cl)c2)CC1, predict the reactants needed to synthesize it. The reactants are: ClCCBr.Clc1ccc(N2CCNCC2)cc1Cl. (2) Given the product Cc1ccc(CC2CCN(C(=O)C(=O)Nc3ccc4c(c3)OCC(=O)N4)CC2)cc1, predict the reactants needed to synthesize it. The reactants are: Cc1ccc(CC2CCNCC2)cc1.O=C1COc2cc(NC(=O)C(=O)O)ccc2N1. (3) The reactants are: COC(=O)c1ncn(Cc2ccc(-c3onc(C)c3NC(=O)OC(C)c3ccccc3Cl)cc2)n1. Given the product Cc1noc(-c2ccc(Cn3cnc(C(=O)O)n3)cc2)c1NC(=O)OC(C)c1ccccc1Cl, predict the reactants needed to synthesize it.